This data is from Forward reaction prediction with 1.9M reactions from USPTO patents (1976-2016). The task is: Predict the product of the given reaction. (1) Given the reactants [CH3:1][C:2]1([CH3:18])[C:6]([CH3:8])([CH3:7])[O:5][B:4]([C:9]2[CH:10]=[C:11]3[CH:17]=[CH:16][NH:15][C:12]3=[N:13][CH:14]=2)[O:3]1.[OH-].[K+].[F:21][C:22]1[C:27]([CH:28]=[O:29])=[C:26]([F:30])[CH:25]=[CH:24][C:23]=1[NH:31][S:32]([CH2:35][CH2:36][CH3:37])(=[O:34])=[O:33], predict the reaction product. The product is: [F:21][C:22]1[C:27]([CH:28]([OH:29])[C:17]2[C:11]3[C:12](=[N:13][CH:14]=[C:9]([B:4]4[O:3][C:2]([CH3:18])([CH3:1])[C:6]([CH3:7])([CH3:8])[O:5]4)[CH:10]=3)[NH:15][CH:16]=2)=[C:26]([F:30])[CH:25]=[CH:24][C:23]=1[NH:31][S:32]([CH2:35][CH2:36][CH3:37])(=[O:34])=[O:33]. (2) Given the reactants [NH:1]1[CH2:4][CH:3]([N:5]2[C:9]3=[N:10][CH:11]=[N:12][C:13]([NH2:14])=[C:8]3[C:7]([C:15]3[CH:20]=[CH:19][C:18]([O:21][C:22]4[CH:27]=[CH:26][CH:25]=[CH:24][CH:23]=4)=[CH:17][CH:16]=3)=[N:6]2)[CH2:2]1.[CH3:28][N:29]1[CH:33]=[CH:32][N:31]=[C:30]1[C:34](O)=O.C(O)(=O)C.C(O[BH-](OC(=O)C)OC(=O)C)(=O)C.[Na+], predict the reaction product. The product is: [CH3:28][N:29]1[CH:33]=[CH:32][N:31]=[C:30]1[CH2:34][N:1]1[CH2:2][CH:3]([N:5]2[C:9]3=[N:10][CH:11]=[N:12][C:13]([NH2:14])=[C:8]3[C:7]([C:15]3[CH:16]=[CH:17][C:18]([O:21][C:22]4[CH:27]=[CH:26][CH:25]=[CH:24][CH:23]=4)=[CH:19][CH:20]=3)=[N:6]2)[CH2:4]1. (3) Given the reactants [Br:1][C:2]1[CH:3]=[CH:4][C:5]([C:37]#[C:38][C:39]2([OH:50])[CH2:42][N:41](C(OC(C)(C)C)=O)[CH2:40]2)=[N:6][C:7]=1[C@@H:8]([NH:18][C:19](=[O:36])[CH2:20][N:21]1[C:25]2[C:26]([F:31])([F:30])[C@@H:27]3[CH2:29][C@@H:28]3[C:24]=2[C:23]([C:32]([F:35])([F:34])[F:33])=[N:22]1)[CH2:9][C:10]1[CH:15]=[C:14]([F:16])[CH:13]=[C:12]([F:17])[CH:11]=1.C(O)(C(F)(F)F)=O, predict the reaction product. The product is: [Br:1][C:2]1[C:7]([C@@H:8]([NH:18][C:19](=[O:36])[CH2:20][N:21]2[C:25]3[C:26]([F:30])([F:31])[C@@H:27]4[CH2:29][C@@H:28]4[C:24]=3[C:23]([C:32]([F:35])([F:34])[F:33])=[N:22]2)[CH2:9][C:10]2[CH:11]=[C:12]([F:17])[CH:13]=[C:14]([F:16])[CH:15]=2)=[N:6][C:5]([C:37]#[C:38][C:39]2([OH:50])[CH2:42][NH:41][CH2:40]2)=[CH:4][CH:3]=1. (4) Given the reactants [C:1]([O:5][CH2:6][CH3:7])(=[O:4])[C:2]#[CH:3].[CH:8]([C:11]1[CH:12]=[C:13]([OH:17])[CH:14]=[CH:15][CH:16]=1)([CH3:10])[CH3:9].CN1CCOCC1, predict the reaction product. The product is: [CH2:6]([O:5][C:1](=[O:4])/[CH:2]=[CH:3]/[O:17][C:13]1[CH:14]=[CH:15][CH:16]=[C:11]([CH:8]([CH3:10])[CH3:9])[CH:12]=1)[CH3:7]. (5) Given the reactants [Cl:1][C:2]1[N:7]=[C:6](Cl)[C:5]2=[C:9]([Cl:12])[CH:10]=[CH:11][N:4]2[N:3]=1.CCN(C(C)C)C(C)C.[N:22]1[CH:27]=[CH:26][CH:25]=[CH:24][C:23]=1[CH2:28][NH2:29], predict the reaction product. The product is: [Cl:1][C:2]1[N:7]=[C:6]([NH:29][CH2:28][C:23]2[CH:24]=[CH:25][CH:26]=[CH:27][N:22]=2)[C:5]2=[C:9]([Cl:12])[CH:10]=[CH:11][N:4]2[N:3]=1. (6) Given the reactants [CH3:1][C:2]1[NH:3][CH:4]=[C:5]([C:7]([OH:9])=O)[N:6]=1.Cl.[Cl:11][C:12]1[CH:13]=[C:14]([C:19]2[O:23][C:22]([CH2:24][CH2:25][NH2:26])=[CH:21][CH:20]=2)[CH:15]=[CH:16][C:17]=1[Cl:18], predict the reaction product. The product is: [ClH:11].[Cl:11][C:12]1[CH:13]=[C:14]([C:19]2[O:23][C:22]([CH2:24][CH2:25][NH:26][C:7]([C:5]3[N:6]=[C:2]([CH3:1])[NH:3][CH:4]=3)=[O:9])=[CH:21][CH:20]=2)[CH:15]=[CH:16][C:17]=1[Cl:18]. (7) The product is: [CH3:1][S:2][CH:3]([C:8]1[CH:13]=[CH:12][CH:11]=[CH:10][CH:9]=1)[C:4]([NH:15][NH2:16])=[O:5]. Given the reactants [CH3:1][S:2][CH:3]([C:8]1[CH:13]=[CH:12][CH:11]=[CH:10][CH:9]=1)[C:4](OC)=[O:5].O.[NH2:15][NH2:16], predict the reaction product. (8) Given the reactants [N:1]1[CH:6]=[CH:5][CH:4]=[CH:3][C:2]=1[CH2:7][N:8]1[CH2:13][CH2:12][NH:11][CH2:10][CH2:9]1.Br[CH2:15][C:16]#[N:17], predict the reaction product. The product is: [N:1]1[CH:6]=[CH:5][CH:4]=[CH:3][C:2]=1[CH2:7][N:8]1[CH2:13][CH2:12][N:11]([CH2:15][C:16]#[N:17])[CH2:10][CH2:9]1.